Dataset: Full USPTO retrosynthesis dataset with 1.9M reactions from patents (1976-2016). Task: Predict the reactants needed to synthesize the given product. (1) Given the product [C:19]([C:2]1[CH:3]=[C:4]2[C:8](=[CH:9][C:10]=1[F:11])[CH2:7][N:6]([C:12]([O:14][C:15]([CH3:18])([CH3:17])[CH3:16])=[O:13])[CH2:5]2)#[N:20], predict the reactants needed to synthesize it. The reactants are: Br[C:2]1[CH:3]=[C:4]2[C:8](=[CH:9][C:10]=1[F:11])[CH2:7][N:6]([C:12]([O:14][C:15]([CH3:18])([CH3:17])[CH3:16])=[O:13])[CH2:5]2.[CH3:19][N:20](C)C=O. (2) The reactants are: [CH:1]1([NH:4][C:5]2[N:10]3[N:11]=[CH:12][C:13]([CH:14]=O)=[C:9]3[N:8]=[C:7]([S:16][CH3:17])[CH:6]=2)[CH2:3][CH2:2]1.[NH:18]1[CH2:24][C:22](=[O:23])[NH:21][C:19]1=[O:20].N1CCCCC1. Given the product [CH:1]1([NH:4][C:5]2[N:10]3[N:11]=[CH:12][C:13](/[CH:14]=[C:24]4/[C:22](=[O:23])[NH:21][C:19](=[O:20])[NH:18]/4)=[C:9]3[N:8]=[C:7]([S:16][CH3:17])[CH:6]=2)[CH2:3][CH2:2]1, predict the reactants needed to synthesize it. (3) Given the product [NH2:11][C:8]1[CH:9]=[C:10]2[C:5](=[CH:6][C:7]=1[N+:15]([O-:17])=[O:16])[N:4]([CH2:21][CH2:22][CH:23]1[CH2:25][CH2:24]1)[C:3](=[O:18])[C:2]2([CH3:1])[CH3:19], predict the reactants needed to synthesize it. The reactants are: [CH3:1][C:2]1([CH3:19])[C:10]2[C:5](=[CH:6][C:7]([N+:15]([O-:17])=[O:16])=[C:8]([NH:11]C(=O)C)[CH:9]=2)[NH:4][C:3]1=[O:18].I[CH2:21][CH2:22][CH:23]1[CH2:25][CH2:24]1.C([O-])([O-])=O.[K+].[K+]. (4) Given the product [OH:12][CH2:11][C:10]1[CH:13]=[CH:14][CH:15]=[C:8]([O:7][CH2:6][CH:3]2[CH2:5][CH2:4]2)[CH:9]=1, predict the reactants needed to synthesize it. The reactants are: [BH4-].[Na+].[CH:3]1([CH2:6][O:7][C:8]2[CH:9]=[C:10]([CH:13]=[CH:14][CH:15]=2)[CH:11]=[O:12])[CH2:5][CH2:4]1. (5) Given the product [CH3:28][O:29][C:30](=[O:33])[CH2:31][O:27][C:5]1[CH:4]=[CH:3][C:2]([Cl:1])=[C:11]2[C:6]=1[C:7]([CH3:26])=[C:8]([CH2:13][C:14]1[CH:19]=[CH:18][C:17]([C:20](=[O:25])[C:21]([CH3:23])([CH3:22])[CH3:24])=[CH:16][CH:15]=1)[C:9](=[O:12])[NH:10]2, predict the reactants needed to synthesize it. The reactants are: [Cl:1][C:2]1[CH:3]=[CH:4][C:5]([OH:27])=[C:6]2[C:11]=1[NH:10][C:9](=[O:12])[C:8]([CH2:13][C:14]1[CH:19]=[CH:18][C:17]([C:20](=[O:25])[C:21]([CH3:24])([CH3:23])[CH3:22])=[CH:16][CH:15]=1)=[C:7]2[CH3:26].[CH3:28][O:29][C:30](=[O:33])[CH2:31]Br. (6) Given the product [CH:24]([N:23]1[C:22](=[O:27])[N:21]([C:28]2[CH:29]=[CH:30][C:31]([C:34]([F:37])([F:36])[F:35])=[CH:32][CH:33]=2)[N:20]=[C:19]1[CH2:18][O:17][C:14]1[CH:15]=[CH:16][C:11]([O:10][C:7]([CH3:8])([CH3:9])[C:6]([OH:39])=[O:5])=[C:12]([CH3:38])[CH:13]=1)([CH3:26])[CH3:25], predict the reactants needed to synthesize it. The reactants are: [OH-].[Li+].C([O:5][C:6](=[O:39])[C:7]([O:10][C:11]1[CH:16]=[CH:15][C:14]([O:17][CH2:18][C:19]2[N:23]([CH:24]([CH3:26])[CH3:25])[C:22](=[O:27])[N:21]([C:28]3[CH:33]=[CH:32][C:31]([C:34]([F:37])([F:36])[F:35])=[CH:30][CH:29]=3)[N:20]=2)=[CH:13][C:12]=1[CH3:38])([CH3:9])[CH3:8])C. (7) Given the product [C:49]([C:48]1[CH:51]=[C:52]([C:18]2[CH:17]=[CH:16][CH:15]=[C:14]3[C:19]=2[CH:20]=[CH:21][C:12]([S:9]([N:8]([CH2:7][C:6]2[CH:37]=[CH:38][C:3]([O:2][CH3:1])=[CH:4][CH:5]=2)[C:31]2[CH:36]=[CH:35][N:34]=[CH:33][N:32]=2)(=[O:10])=[O:11])=[CH:13]3)[C:53]([O:55][CH3:56])=[N:54][C:47]=1[C:42]1[CH:41]=[C:40]([F:39])[CH:45]=[C:44]([F:46])[CH:43]=1)#[N:50], predict the reactants needed to synthesize it. The reactants are: [CH3:1][O:2][C:3]1[CH:38]=[CH:37][C:6]([CH2:7][N:8]([C:31]2[CH:36]=[CH:35][N:34]=[CH:33][N:32]=2)[S:9]([C:12]2[CH:21]=[CH:20][C:19]3[C:14](=[CH:15][CH:16]=[CH:17][C:18]=3B3OC(C)(C)C(C)(C)O3)[CH:13]=2)(=[O:11])=[O:10])=[CH:5][CH:4]=1.[F:39][C:40]1[CH:41]=[C:42]([C:47]2[N:54]=[C:53]([O:55][CH3:56])[C:52](I)=[CH:51][C:48]=2[C:49]#[N:50])[CH:43]=[C:44]([F:46])[CH:45]=1.C(=O)([O-])[O-].[Na+].[Na+].O.